Dataset: Reaction yield outcomes from USPTO patents with 853,638 reactions. Task: Predict the reaction yield, written as a fraction of the theoretical maximum amount of product (1.0 means a 100% yield; for example, 0.34 means a 34% yield). (1) The reactants are [C:1]([C:3]1[N:7]2[C:8]3[C:13]([N:14]=[C:15]([NH:16][CH2:17][CH2:18][CH2:19][OH:20])[C:6]2=[N:5][CH:4]=1)=[CH:12][C:11]([C:21]([F:24])([F:23])[F:22])=[CH:10][CH:9]=3)#[CH:2].C[Si]([N:29]=[N+:30]=[N-:31])(C)C. The catalyst is CO. The product is [NH:29]1[C:1]([C:3]2[N:7]3[C:8]4[C:13]([N:14]=[C:15]([NH:16][CH2:17][CH2:18][CH2:19][OH:20])[C:6]3=[N:5][CH:4]=2)=[CH:12][C:11]([C:21]([F:22])([F:23])[F:24])=[CH:10][CH:9]=4)=[CH:2][N:31]=[N:30]1. The yield is 0.130. (2) The reactants are [OH:1][CH2:2][C:3]1[N:4]=[C:5]([CH3:11])[S:6][C:7]=1[CH2:8][CH2:9][OH:10].C(Cl)Cl. The product is [CH3:11][C:5]1[S:6][C:7]2[CH2:8][CH2:9][O:10][C:2](=[O:1])[C:3]=2[N:4]=1. The catalyst is O=[Mn]=O. The yield is 0.270.